This data is from Peptide-MHC class II binding affinity with 134,281 pairs from IEDB. The task is: Regression. Given a peptide amino acid sequence and an MHC pseudo amino acid sequence, predict their binding affinity value. This is MHC class II binding data. The peptide sequence is KHLAVLVKYEGDTMA. The MHC is DRB3_0202 with pseudo-sequence DRB3_0202. The binding affinity (normalized) is 0.162.